This data is from Reaction yield outcomes from USPTO patents with 853,638 reactions. The task is: Predict the reaction yield, written as a fraction of the theoretical maximum amount of product (1.0 means a 100% yield; for example, 0.34 means a 34% yield). (1) The reactants are [Br:1][C:2]1[CH:7]=[CH:6][C:5]([C@H:8]([NH2:10])[CH3:9])=[CH:4][CH:3]=1.[CH3:11][N:12]=[C:13]=[O:14]. The catalyst is C(Cl)Cl. The product is [Br:1][C:2]1[CH:7]=[CH:6][C:5]([C@H:8]([NH:10][C:13]([NH:12][CH3:11])=[O:14])[CH3:9])=[CH:4][CH:3]=1. The yield is 0.940. (2) The reactants are [O:1]1[CH2:6][CH2:5][CH:4]([CH:7]=O)[CH2:3][CH2:2]1.[NH2:9][C:10]1[CH:15]=[CH:14][C:13]([C:16]2[C:17]([NH2:32])=[N:18][C:19]([NH2:31])=[N:20][C:21]=2[CH2:22][O:23][CH2:24][C:25]2[CH:30]=[CH:29][CH:28]=[CH:27][CH:26]=2)=[CH:12][CH:11]=1.C([BH3-])#N.[Na+]. The catalyst is C(Cl)Cl. The product is [CH2:24]([O:23][CH2:22][C:21]1[N:20]=[C:19]([NH2:31])[N:18]=[C:17]([NH2:32])[C:16]=1[C:13]1[CH:12]=[CH:11][C:10]([NH:9][CH2:7][CH:4]2[CH2:3][CH2:2][O:1][CH2:6][CH2:5]2)=[CH:15][CH:14]=1)[C:25]1[CH:26]=[CH:27][CH:28]=[CH:29][CH:30]=1. The yield is 0.270. (3) The yield is 0.810. The product is [C:1]([O:5][C:6](=[O:20])[CH2:7]/[C:8](=[CH:27]\[CH2:28][CH2:29][C:30]1[CH:35]=[CH:34][CH:33]=[CH:32][CH:31]=1)/[C:9]([OH:11])=[O:10])([CH3:2])([CH3:3])[CH3:4]. The catalyst is C1COCC1.O.C(OCC)(=O)C. The reactants are [C:1]([O:5][C:6](=[O:20])[CH2:7][CH:8](P(OCC)(OCC)=O)[C:9]([OH:11])=[O:10])([CH3:4])([CH3:3])[CH3:2].CC(C)([O-])C.[K+].[CH:27](=O)[CH2:28][CH2:29][C:30]1[CH:35]=[CH:34][CH:33]=[CH:32][CH:31]=1.C(O)(=O)CC(CC(O)=O)(C(O)=O)O.[OH-].[Na+].